This data is from Forward reaction prediction with 1.9M reactions from USPTO patents (1976-2016). The task is: Predict the product of the given reaction. Given the reactants [Cl:1][C:2]1[CH:3]=[CH:4][C:5]([OH:20])=[C:6]([CH2:8][C:9]2[N:14]=[C:13]([C:15]([O:17][CH2:18][CH3:19])=[O:16])[CH:12]=[CH:11][CH:10]=2)[CH:7]=1.C(=O)([O-])[O-].[K+].[K+].[Cl:27][C:28]1[CH:35]=[CH:34][C:31]([CH2:32]Br)=[C:30]([F:36])[CH:29]=1, predict the reaction product. The product is: [Cl:1][C:2]1[CH:3]=[CH:4][C:5]([O:20][CH2:32][C:31]2[CH:34]=[CH:35][C:28]([Cl:27])=[CH:29][C:30]=2[F:36])=[C:6]([CH2:8][C:9]2[N:14]=[C:13]([C:15]([O:17][CH2:18][CH3:19])=[O:16])[CH:12]=[CH:11][CH:10]=2)[CH:7]=1.